From a dataset of Reaction yield outcomes from USPTO patents with 853,638 reactions. Predict the reaction yield, written as a fraction of the theoretical maximum amount of product (1.0 means a 100% yield; for example, 0.34 means a 34% yield). (1) The reactants are [NH2:1][C:2]1[CH:3]=[CH:4][CH:5]=[C:6]2[C:10]=1[C:9](=[O:11])[N:8]([C@@H:12]([C:19]1[CH:24]=[CH:23][C:22]([O:25][CH3:26])=[C:21]([O:27][CH2:28][CH3:29])[CH:20]=1)[CH2:13][C:14]([N:16]([CH3:18])[CH3:17])=[O:15])[CH2:7]2.[CH:30]1([C:33](Cl)=[O:34])[CH2:32][CH2:31]1.C(=O)([O-])O.[Na+].C(OCC)(=O)C. The catalyst is O1CCCC1. The product is [CH:30]1([C:33]([NH:1][C:2]2[CH:3]=[CH:4][CH:5]=[C:6]3[C:10]=2[C:9](=[O:11])[N:8]([C@@H:12]([C:19]2[CH:24]=[CH:23][C:22]([O:25][CH3:26])=[C:21]([O:27][CH2:28][CH3:29])[CH:20]=2)[CH2:13][C:14]([N:16]([CH3:18])[CH3:17])=[O:15])[CH2:7]3)=[O:34])[CH2:32][CH2:31]1. The yield is 0.670. (2) The product is [CH2:9]([NH:16][CH:3]([CH3:4])[CH2:2][C:1]([O:6][CH2:7][CH3:8])=[O:5])[C:10]1[CH:15]=[CH:14][CH:13]=[CH:12][CH:11]=1. The reactants are [C:1]([O:6][CH2:7][CH3:8])(=[O:5])/[CH:2]=[CH:3]/[CH3:4].[CH2:9]([NH2:16])[C:10]1[CH:15]=[CH:14][CH:13]=[CH:12][CH:11]=1. The yield is 0.690. No catalyst specified. (3) The reactants are [Cl:1][C:2]1[N:3]=[C:4](Cl)[C:5]2[CH2:10][CH2:9][CH:8]([C:11]3[CH:16]=[C:15]([F:17])[CH:14]=[C:13]([F:18])[CH:12]=3)[C:6]=2[N:7]=1.[CH3:20][NH2:21]. The catalyst is CO. The product is [Cl:1][C:2]1[N:3]=[C:4]([NH:21][CH3:20])[C:5]2[CH2:10][CH2:9][CH:8]([C:11]3[CH:16]=[C:15]([F:17])[CH:14]=[C:13]([F:18])[CH:12]=3)[C:6]=2[N:7]=1. The yield is 0.305. (4) The reactants are [NH2:1][C:2]1[C:6](Br)=[C:5]([C:8]2[CH:13]=[CH:12][CH:11]=[CH:10][CH:9]=2)[S:4][C:3]=1[C:14]([O:16][CH3:17])=[O:15].CC1(C)C(C)(C)OB([C:26]2[CH:27]=[C:28]3[C:32](=[CH:33][CH:34]=2)[NH:31][CH:30]=[CH:29]3)O1.[F-].[Cs+]. The product is [NH2:1][C:2]1[C:6]([C:26]2[CH:27]=[C:28]3[C:32](=[CH:33][CH:34]=2)[NH:31][CH:30]=[CH:29]3)=[C:5]([C:8]2[CH:13]=[CH:12][CH:11]=[CH:10][CH:9]=2)[S:4][C:3]=1[C:14]([O:16][CH3:17])=[O:15]. The yield is 0.710. The catalyst is COCCOC.CO.[Pd].C1(P(C2C=CC=CC=2)C2C=CC=CC=2)C=CC=CC=1.C1(P(C2C=CC=CC=2)C2C=CC=CC=2)C=CC=CC=1.C1(P(C2C=CC=CC=2)C2C=CC=CC=2)C=CC=CC=1.C1(P(C2C=CC=CC=2)C2C=CC=CC=2)C=CC=CC=1.